Dataset: Forward reaction prediction with 1.9M reactions from USPTO patents (1976-2016). Task: Predict the product of the given reaction. (1) Given the reactants [Br:1][C:2]1[CH:7]=[CH:6][C:5](I)=[CH:4][CH:3]=1.CC1(C)C(C)(C)OB([C:17]2[CH:22]=[CH:21][C:20]([O:23][CH2:24][CH2:25][CH2:26][CH2:27][O:28][CH:29]3[CH2:34][CH2:33][CH2:32][CH2:31][O:30]3)=[CH:19][CH:18]=2)O1.CO.C([O-])([O-])=O.[K+].[K+], predict the reaction product. The product is: [Br:1][C:2]1[CH:7]=[CH:6][C:5]([C:17]2[CH:22]=[CH:21][C:20]([O:23][CH2:24][CH2:25][CH2:26][CH2:27][O:28][CH:29]3[CH2:34][CH2:33][CH2:32][CH2:31][O:30]3)=[CH:19][CH:18]=2)=[CH:4][CH:3]=1. (2) The product is: [OH:4][CH2:5][CH2:6][N:7]1[CH:11]=[C:10]([C:12]2[CH:17]=[CH:16][C:15](=[O:18])[N:14]([CH2:19][C:20]3[CH:25]=[CH:24][CH:23]=[C:22]([C:26]4[N:31]=[CH:30][C:29]([O:32][CH2:33][CH2:34][N:35]5[CH2:40][CH2:39][O:38][CH2:37][CH2:36]5)=[CH:28][N:27]=4)[CH:21]=3)[N:13]=2)[CH:9]=[N:8]1. Given the reactants C([O:4][CH2:5][CH2:6][N:7]1[CH:11]=[C:10]([C:12]2[CH:17]=[CH:16][C:15](=[O:18])[N:14]([CH2:19][C:20]3[CH:25]=[CH:24][CH:23]=[C:22]([C:26]4[N:31]=[CH:30][C:29]([O:32][CH2:33][CH2:34][N:35]5[CH2:40][CH2:39][O:38][CH2:37][CH2:36]5)=[CH:28][N:27]=4)[CH:21]=3)[N:13]=2)[CH:9]=[N:8]1)(=O)C.[OH-].[Na+], predict the reaction product. (3) Given the reactants [CH3:1][O:2][C:3]1[N:8]=[CH:7][C:6]([N:9]2[CH2:24][CH2:23][C:12]3[N:13]=[CH:14][N:15]=[C:16]([O:17][C@H:18]4[CH2:22][CH2:21][NH:20][CH2:19]4)[C:11]=3[CH2:10]2)=[CH:5][C:4]=1[C:25]([F:28])([F:27])[F:26].[CH3:29][N:30]1[CH:34]=[C:33]([C:35](O)=[O:36])[CH:32]=[N:31]1.N1(O)C2C=CC=CC=2N=N1.C(Cl)CCl, predict the reaction product. The product is: [CH3:1][O:2][C:3]1[N:8]=[CH:7][C:6]([N:9]2[CH2:24][CH2:23][C:12]3[N:13]=[CH:14][N:15]=[C:16]([O:17][C@H:18]4[CH2:22][CH2:21][N:20]([C:35]([C:33]5[CH:32]=[N:31][N:30]([CH3:29])[CH:34]=5)=[O:36])[CH2:19]4)[C:11]=3[CH2:10]2)=[CH:5][C:4]=1[C:25]([F:28])([F:26])[F:27]. (4) Given the reactants [CH2:1]([N:3]1[C:7]2=[N:8][C:9]([CH2:48][CH3:49])=[C:10]([CH2:19][NH:20][C:21]([C:23]3[CH:28]=[CH:27][CH:26]=[C:25]([C:29]([NH:31][CH2:32][C:33]4[CH:34]=[C:35]([C:40]5[CH:45]=[CH:44][CH:43]=[C:42](C=O)[CH:41]=5)[C:36]([CH3:39])=[CH:37][CH:38]=4)=[O:30])[CH:24]=3)=[O:22])[C:11]([NH:12][CH:13]3[CH2:18][CH2:17][O:16][CH2:15][CH2:14]3)=[C:6]2[CH:5]=[N:4]1)[CH3:2].[CH3:50][N:51]1[CH2:57][CH2:56][CH2:55][NH:54][CH2:53][CH2:52]1.[C:58](O)(=O)C.C(O[BH-](OC(=O)C)OC(=O)C)(=O)C.[Na+], predict the reaction product. The product is: [CH2:1]([N:3]1[C:7]2=[N:8][C:9]([CH2:48][CH3:49])=[C:10]([CH2:19][NH:20][C:21]([C:23]3[CH:28]=[CH:27][CH:26]=[C:25]([C:29]([NH:31][CH2:32][C:33]4[CH:34]=[C:35]([C:40]5[CH:45]=[CH:44][CH:43]=[C:42]([CH2:50][N:51]6[CH2:57][CH2:56][CH2:55][N:54]([CH3:58])[CH2:53][CH2:52]6)[CH:41]=5)[C:36]([CH3:39])=[CH:37][CH:38]=4)=[O:30])[CH:24]=3)=[O:22])[C:11]([NH:12][CH:13]3[CH2:18][CH2:17][O:16][CH2:15][CH2:14]3)=[C:6]2[CH:5]=[N:4]1)[CH3:2]. (5) Given the reactants [C:1]([C:4]1[C:5]([NH:10][C:11]([C:13]2[C:21]3[C:16](=[N:17][CH:18]=[CH:19][CH:20]=3)[N:15]([CH2:22][C:23]3[CH:28]=[CH:27][CH:26]=[CH:25][C:24]=3[F:29])[N:14]=2)=O)=[N:6][CH:7]=[N:8][CH:9]=1)(=[O:3])[NH2:2], predict the reaction product. The product is: [F:29][C:24]1[CH:25]=[CH:26][CH:27]=[CH:28][C:23]=1[CH2:22][N:15]1[C:16]2=[N:17][CH:18]=[CH:19][CH:20]=[C:21]2[C:13]([C:11]2[N:2]=[C:1]([OH:3])[C:4]3[C:5]([N:10]=2)=[N:6][CH:7]=[N:8][CH:9]=3)=[N:14]1.